The task is: Predict which catalyst facilitates the given reaction.. This data is from Catalyst prediction with 721,799 reactions and 888 catalyst types from USPTO. (1) Reactant: C([O:3][C:4](=[O:13])[C:5]1[CH:10]=[C:9]([F:11])[CH:8]=[N:7][C:6]=1[Cl:12])C.[OH-].[Li+].Cl. Product: [Cl:12][C:6]1[N:7]=[CH:8][C:9]([F:11])=[CH:10][C:5]=1[C:4]([OH:13])=[O:3]. The catalyst class is: 7. (2) Reactant: C(OC(=O)[C:5]([C:7]1[CH:8]=[N:9][CH:10]=[CH:11][C:12]=1[NH:13][C:14]([O:16]C(C)(C)C)=O)=[O:6])C. Product: [NH:13]1[C:12]2[CH:11]=[CH:10][N:9]=[CH:8][C:7]=2[C:5](=[O:6])[C:14]1=[O:16]. The catalyst class is: 5. (3) Reactant: [C:1]1([CH3:22])[CH:6]=[CH:5][C:4]([NH:7][S:8]([C:11]2[CH:12]=[C:13]([CH:17]=[CH:18][C:19](O)=[O:20])[CH:14]=[CH:15][CH:16]=2)(=[O:10])=[O:9])=[CH:3][CH:2]=1.[Cl:23]CCl. Product: [C:1]1([CH3:22])[CH:6]=[CH:5][C:4]([NH:7][S:8]([C:11]2[CH:12]=[C:13]([CH:17]=[CH:18][C:19]([Cl:23])=[O:20])[CH:14]=[CH:15][CH:16]=2)(=[O:10])=[O:9])=[CH:3][CH:2]=1. The catalyst class is: 9. (4) Reactant: F[P-](F)(F)(F)(F)F.N1(OC(N(C)C)=[N+](C)C)C2N=CC=CC=2N=N1.[CH3:25][N:26]1[CH:30]=[C:29]([C:31]([OH:33])=O)[N:28]=[CH:27]1.[Cl:34][C:35]1[CH:36]=[C:37]([CH:39]=[CH:40][CH:41]=1)[NH2:38].C(N(CC)CC)C. Product: [Cl:34][C:35]1[CH:36]=[C:37]([NH:38][C:31]([C:29]2[N:28]=[CH:27][N:26]([CH3:25])[CH:30]=2)=[O:33])[CH:39]=[CH:40][CH:41]=1. The catalyst class is: 3.